This data is from Full USPTO retrosynthesis dataset with 1.9M reactions from patents (1976-2016). The task is: Predict the reactants needed to synthesize the given product. Given the product [CH3:11][C:2]1[CH:1]=[CH:8][CH2:7][S:4](=[O:5])(=[O:6])[CH:3]=1, predict the reactants needed to synthesize it. The reactants are: [CH3:1][C:2]1[CH2:3][S:4]([CH2:7][CH:8]=1)(=[O:6])=[O:5].[OH-].[Na+].[CH:11](Cl)(Cl)Cl.